Dataset: Forward reaction prediction with 1.9M reactions from USPTO patents (1976-2016). Task: Predict the product of the given reaction. Given the reactants [CH3:1][C:2]([CH3:18])([CH3:17])/[CH:3]=[CH:4]/[C:5]1[C:12]([C:13]#[N:14])=[C:11]([OH:15])[C:10]([OH:16])=[CH:9][C:6]=1[C:7]#[N:8], predict the reaction product. The product is: [CH3:1][C:2]([CH3:18])([CH3:17])[CH2:3][CH2:4][C:5]1[C:12]([C:13]#[N:14])=[C:11]([OH:15])[C:10]([OH:16])=[CH:9][C:6]=1[C:7]#[N:8].